Dataset: TCR-epitope binding with 47,182 pairs between 192 epitopes and 23,139 TCRs. Task: Binary Classification. Given a T-cell receptor sequence (or CDR3 region) and an epitope sequence, predict whether binding occurs between them. (1) The epitope is SLFNTVATLY. The TCR CDR3 sequence is CASSLGWGLGNEQFF. Result: 0 (the TCR does not bind to the epitope). (2) The epitope is KAYNVTQAF. The TCR CDR3 sequence is CASSSGQRNIQYF. Result: 1 (the TCR binds to the epitope). (3) The epitope is SEETGTLIV. The TCR CDR3 sequence is CASSLVQGGSYNEQFF. Result: 1 (the TCR binds to the epitope). (4) The epitope is FVDGVPFVV. The TCR CDR3 sequence is CASSYLGQHQETQYF. Result: 1 (the TCR binds to the epitope). (5) Result: 1 (the TCR binds to the epitope). The epitope is GTSGSPIVNR. The TCR CDR3 sequence is CASSPGTEHGYTF. (6) The epitope is GTSGSPIINR. The TCR CDR3 sequence is CASSLVPSGTKNIQYF. Result: 1 (the TCR binds to the epitope). (7) The epitope is RLRAEAQVK. The TCR CDR3 sequence is CASSQDRTGGGGYTF. Result: 0 (the TCR does not bind to the epitope).